The task is: Predict the reaction yield, written as a fraction of the theoretical maximum amount of product (1.0 means a 100% yield; for example, 0.34 means a 34% yield).. This data is from Reaction yield outcomes from USPTO patents with 853,638 reactions. (1) The reactants are CC1(C)C(C)(C)OB([C:9]2[CH:17]=[CH:16][CH:15]=[C:14]3[C:10]=2[CH:11]=[CH:12][NH:13]3)O1.Br[C:20]1[CH:21]=[C:22]([F:26])[CH:23]=[CH:24][CH:25]=1.[OH-].[Na+]. The catalyst is O1CCCC1.C1C=CC([P]([Pd]([P](C2C=CC=CC=2)(C2C=CC=CC=2)C2C=CC=CC=2)([P](C2C=CC=CC=2)(C2C=CC=CC=2)C2C=CC=CC=2)[P](C2C=CC=CC=2)(C2C=CC=CC=2)C2C=CC=CC=2)(C2C=CC=CC=2)C2C=CC=CC=2)=CC=1. The product is [F:26][C:22]1[CH:21]=[C:20]([C:9]2[CH:17]=[CH:16][CH:15]=[C:14]3[C:10]=2[CH:11]=[CH:12][NH:13]3)[CH:25]=[CH:24][CH:23]=1. The yield is 0.880. (2) The reactants are C([O:4][CH2:5][C:6]1[C:7]([N:37]2[CH2:49][CH2:48][N:40]3[C:41]4[CH2:42][CH2:43][CH2:44][CH2:45][C:46]=4[CH:47]=[C:39]3[C:38]2=[O:50])=[N:8][CH:9]=[CH:10][C:11]=1[C:12]1[N:13]=[C:14]([NH:20][C:21]2[CH:22]=[N:23][C:24]([N:27]3[CH2:32][CH2:31][N:30]([CH:33]4[CH2:36][O:35][CH2:34]4)[CH2:29][CH2:28]3)=[CH:25][CH:26]=2)[C:15](=[O:19])[N:16]([CH3:18])[CH:17]=1)(=O)C.[OH-].[Li+].O. The catalyst is C1COCC1.C(O)(C)C. The product is [OH:4][CH2:5][C:6]1[C:7]([N:37]2[CH2:49][CH2:48][N:40]3[C:41]4[CH2:42][CH2:43][CH2:44][CH2:45][C:46]=4[CH:47]=[C:39]3[C:38]2=[O:50])=[N:8][CH:9]=[CH:10][C:11]=1[C:12]1[N:13]=[C:14]([NH:20][C:21]2[CH:22]=[N:23][C:24]([N:27]3[CH2:28][CH2:29][N:30]([CH:33]4[CH2:36][O:35][CH2:34]4)[CH2:31][CH2:32]3)=[CH:25][CH:26]=2)[C:15](=[O:19])[N:16]([CH3:18])[CH:17]=1. The yield is 0.300.